The task is: Predict the reaction yield, written as a fraction of the theoretical maximum amount of product (1.0 means a 100% yield; for example, 0.34 means a 34% yield).. This data is from Reaction yield outcomes from USPTO patents with 853,638 reactions. The reactants are C([O:3][P:4]([O:8][CH2:9][CH3:10])[O:5][CH2:6][CH3:7])C.Br[CH2:12][C:13]1[CH:18]=[CH:17][C:16]([C:19]([OH:21])=[O:20])=[CH:15][CH:14]=1. The catalyst is C1(C)C=CC=CC=1. The product is [CH2:9]([O:8][P:4]([CH2:12][C:13]1[CH:18]=[CH:17][C:16]([C:19]([OH:21])=[O:20])=[CH:15][CH:14]=1)([O:5][CH2:6][CH3:7])=[O:3])[CH3:10]. The yield is 0.770.